Dataset: Full USPTO retrosynthesis dataset with 1.9M reactions from patents (1976-2016). Task: Predict the reactants needed to synthesize the given product. (1) Given the product [CH3:24][N:2]([CH3:1])[C:3]1[CH:4]=[CH:5][C:6]([CH2:7][CH:8]2[C:17]3[C:12](=[CH:13][C:14]([O:20][CH3:21])=[C:15]([O:18][CH3:19])[CH:16]=3)[CH2:11][CH2:10][N:9]2[CH2:26][C:27]([NH:36][CH2:35][C:34]2[CH:37]=[CH:38][CH:39]=[CH:40][C:33]=2[O:32][CH2:30][CH3:31])=[O:28])=[CH:22][CH:23]=1, predict the reactants needed to synthesize it. The reactants are: [CH3:1][N:2]([CH3:24])[C:3]1[CH:23]=[CH:22][C:6]([CH2:7][CH:8]2[C:17]3[C:12](=[CH:13][C:14]([O:20][CH3:21])=[C:15]([O:18][CH3:19])[CH:16]=3)[CH2:11][CH2:10][NH:9]2)=[CH:5][CH:4]=1.Br[CH2:26][C:27](Br)=[O:28].[CH2:30]([O:32][C:33]1[CH:40]=[CH:39][CH:38]=[CH:37][C:34]=1[CH2:35][NH2:36])[CH3:31]. (2) Given the product [NH:27]1[C:28]2[C:24](=[C:23]([N:20]3[CH2:19][CH2:18][N:17]([CH2:16][CH:7]4[CH2:8][CH2:9][C:10]5[C:15](=[CH:14][CH:13]=[CH:12][CH:11]=5)[N:6]4[C:4]([NH:3][C:1]4[CH:34]=[CH:33][CH:32]=[CH:37][CH:2]=4)=[O:5])[CH2:22][CH2:21]3)[CH:31]=[CH:30][CH:29]=2)[CH:25]=[CH:26]1, predict the reactants needed to synthesize it. The reactants are: [CH2:1]([NH:3][C:4]([N:6]1[C:15]2[C:10](=[CH:11][CH:12]=[CH:13][CH:14]=2)[CH2:9][CH2:8][CH:7]1[CH2:16][N:17]1[CH2:22][CH2:21][N:20]([C:23]2[CH:31]=[CH:30][CH:29]=[C:28]3[C:24]=2[CH:25]=[CH:26][NH:27]3)[CH2:19][CH2:18]1)=[O:5])[CH3:2].[C:32]1(N=C=O)[CH:37]=CC=[CH:34][CH:33]=1. (3) The reactants are: Cl[C:2]1[CH:7]=[CH:6][N:5]=[C:4]([C:8]2[C:12]3[C:13]([NH:17][CH:18]([CH3:20])[CH3:19])=[N:14][CH:15]=[CH:16][C:11]=3[N:10](C(C3C=CC=CC=3)(C3C=CC=CC=3)C3C=CC=CC=3)[N:9]=2)[CH:3]=1.[CH:40]([NH:43][C:44]1[C:49]2C([Sn](C)(C)C)=NN(C(C3C=CC=CC=3)(C3C=CC=CC=3)C3C=CC=CC=3)C=2C=CN=1)(C)[CH3:41].BrC1C=C(Cl)C=CN=1.[Li+].[Cl-].C1C[O:89]CC1. Given the product [CH:18]([NH:17][C:13]1[C:12]2[C:8]([C:4]3[CH:3]=[C:2]([N:43]4[CH2:44][CH2:49][O:89][CH2:41][CH2:40]4)[CH:7]=[CH:6][N:5]=3)=[N:9][NH:10][C:11]=2[CH:16]=[CH:15][N:14]=1)([CH3:19])[CH3:20], predict the reactants needed to synthesize it.